This data is from Full USPTO retrosynthesis dataset with 1.9M reactions from patents (1976-2016). The task is: Predict the reactants needed to synthesize the given product. (1) The reactants are: C(N(CC)CC)C.[Cl:8][C:9]1[NH:14][C:13](=[O:15])[C:12]([N+:16]([O-:18])=[O:17])=[C:11](O)[C:10]=1[CH3:20].[F:21][C:22]([F:35])([F:34])[S:23](O[S:23]([C:22]([F:35])([F:34])[F:21])(=[O:25])=[O:24])(=[O:25])=[O:24].[NH2:36][CH2:37][CH2:38][CH2:39][CH2:40][NH:41][C:42](=[O:48])[O:43][C:44]([CH3:47])([CH3:46])[CH3:45]. Given the product [F:21][C:22]([F:35])([F:34])[S:23]([O:15][C:13]1[C:12]([N+:16]([O-:18])=[O:17])=[C:11]([NH:36][CH2:37][CH2:38][CH2:39][CH2:40][NH:41][C:42]([O:43][C:44]([CH3:47])([CH3:46])[CH3:45])=[O:48])[C:10]([CH3:20])=[C:9]([Cl:8])[N:14]=1)(=[O:25])=[O:24], predict the reactants needed to synthesize it. (2) Given the product [CH3:33][S:34]([OH:37])(=[O:36])=[O:35].[Cl:1][C:2]1[CH:7]=[C:6]([O:8][C:9]2[C:10]3[N:17]([CH3:18])[CH:16]=[CH:15][C:11]=3[N:12]=[CH:13][N:14]=2)[CH:5]=[CH:4][C:3]=1[NH:19][C:20]([NH:22][C:23]1[CH:28]=[CH:27][CH:26]=[C:25]([C:29]([F:31])([F:30])[F:32])[CH:24]=1)=[O:21], predict the reactants needed to synthesize it. The reactants are: [Cl:1][C:2]1[CH:7]=[C:6]([O:8][C:9]2[C:10]3[N:17]([CH3:18])[CH:16]=[CH:15][C:11]=3[N:12]=[CH:13][N:14]=2)[CH:5]=[CH:4][C:3]=1[NH:19][C:20]([NH:22][C:23]1[CH:28]=[CH:27][CH:26]=[C:25]([C:29]([F:32])([F:31])[F:30])[CH:24]=1)=[O:21].[CH3:33][S:34]([OH:37])(=[O:36])=[O:35].